Dataset: NCI-60 drug combinations with 297,098 pairs across 59 cell lines. Task: Regression. Given two drug SMILES strings and cell line genomic features, predict the synergy score measuring deviation from expected non-interaction effect. (1) Drug 1: C1=NC2=C(N=C(N=C2N1C3C(C(C(O3)CO)O)F)Cl)N. Drug 2: CCC1=C2CN3C(=CC4=C(C3=O)COC(=O)C4(CC)O)C2=NC5=C1C=C(C=C5)O. Cell line: RPMI-8226. Synergy scores: CSS=13.2, Synergy_ZIP=-3.55, Synergy_Bliss=-2.73, Synergy_Loewe=-10.7, Synergy_HSA=-3.51. (2) Drug 1: CC1CCC2CC(C(=CC=CC=CC(CC(C(=O)C(C(C(=CC(C(=O)CC(OC(=O)C3CCCCN3C(=O)C(=O)C1(O2)O)C(C)CC4CCC(C(C4)OC)OCCO)C)C)O)OC)C)C)C)OC. Drug 2: C(CCl)NC(=O)N(CCCl)N=O. Cell line: EKVX. Synergy scores: CSS=13.6, Synergy_ZIP=-4.58, Synergy_Bliss=-2.75, Synergy_Loewe=-26.8, Synergy_HSA=-2.19. (3) Drug 1: CC1C(C(CC(O1)OC2CC(CC3=C2C(=C4C(=C3O)C(=O)C5=C(C4=O)C(=CC=C5)OC)O)(C(=O)C)O)N)O.Cl. Drug 2: CS(=O)(=O)OCCCCOS(=O)(=O)C. Cell line: NCI-H460. Synergy scores: CSS=33.4, Synergy_ZIP=-4.51, Synergy_Bliss=3.56, Synergy_Loewe=-17.2, Synergy_HSA=3.07.